This data is from Forward reaction prediction with 1.9M reactions from USPTO patents (1976-2016). The task is: Predict the product of the given reaction. (1) The product is: [O:45]=[C:40]1[CH2:41][CH2:42][C:43](=[O:44])[N:39]1[O:3][C:2](=[O:1])[CH2:4][CH2:5][CH2:6][CH2:7][CH:8]1[CH:16]2[CH:11]([NH:12][C:13](=[O:14])[NH:15]2)[CH2:10][S:9]1. Given the reactants [OH:1][C:2]([CH2:4][CH2:5][CH2:6][CH2:7][C@H:8]1[C@@H:16]2[C@@H:11]([NH:12][C:13]([NH:15]2)=[O:14])[CH2:10][S:9]1)=[O:3].C1(N=C=NC2CCCCC2)CCCCC1.N1C=CC=CC=1.O[N:39]1[C:43](=[O:44])[CH2:42][CH2:41][C:40]1=[O:45], predict the reaction product. (2) Given the reactants [C:1]([O:5][C:6](=[O:23])[NH:7][C:8]1[CH2:9][O:10][CH2:11][C:12]([C:16]2[CH:21]=[CH:20][CH:19]=[C:18](Br)[CH:17]=2)([CH2:14][F:15])[N:13]=1)([CH3:4])([CH3:3])[CH3:2].[N-:24]=[N+:25]=[N-:26].[Na+].O=C1O[C@H]([C@H](CO)O)C([O-])=C1O.[Na+].CNC1CCCCC1NC, predict the reaction product. The product is: [C:1]([O:5][C:6](=[O:23])[NH:7][C:8]1[CH2:9][O:10][CH2:11][C:12]([C:16]2[CH:21]=[CH:20][CH:19]=[C:18]([N:24]=[N+:25]=[N-:26])[CH:17]=2)([CH2:14][F:15])[N:13]=1)([CH3:4])([CH3:3])[CH3:2].